From a dataset of Full USPTO retrosynthesis dataset with 1.9M reactions from patents (1976-2016). Predict the reactants needed to synthesize the given product. (1) Given the product [CH:1]1([NH:4][C:5](=[O:38])[NH:6][C:7]2[CH:36]=[CH:35][C:10]([O:11][C:12]3[CH:17]=[CH:16][N:15]=[C:14]4[CH:18]=[C:19]([C:21]5[CH2:26][CH2:25][N:24]([C:27](=[O:34])[CH2:28][CH2:29][C:30]([OH:32])=[O:31])[CH2:23][CH:22]=5)[S:20][C:13]=34)=[C:9]([F:37])[CH:8]=2)[CH2:3][CH2:2]1, predict the reactants needed to synthesize it. The reactants are: [CH:1]1([NH:4][C:5](=[O:38])[NH:6][C:7]2[CH:36]=[CH:35][C:10]([O:11][C:12]3[CH:17]=[CH:16][N:15]=[C:14]4[CH:18]=[C:19]([C:21]5[CH2:26][CH2:25][N:24]([C:27](=[O:34])[CH2:28][CH2:29][C:30]([O:32]C)=[O:31])[CH2:23][CH:22]=5)[S:20][C:13]=34)=[C:9]([F:37])[CH:8]=2)[CH2:3][CH2:2]1.[OH-].[Na+]. (2) Given the product [CH3:1][O:2][C:3]([C:5]1[N:6]([CH3:36])[C:7]([C:10]2[CH:15]=[CH:14][CH:13]=[C:12]([N:16]3[N:25]=[CH:24][C:23]4[C:18](=[CH:19][CH:20]=[C:21]([C:26]([CH3:29])([CH3:28])[CH3:27])[CH:22]=4)[C:17]3=[O:30])[C:11]=2[CH2:31][OH:32])=[CH:8][CH:9]=1)=[O:4], predict the reactants needed to synthesize it. The reactants are: [CH3:1][O:2][C:3]([C:5]1[N:6]([CH3:36])[C:7]([C:10]2[CH:15]=[CH:14][CH:13]=[C:12]([N:16]3[N:25]=[CH:24][C:23]4[C:18](=[CH:19][CH:20]=[C:21]([C:26]([CH3:29])([CH3:28])[CH3:27])[CH:22]=4)[C:17]3=[O:30])[C:11]=2[CH2:31][O:32]C(=O)C)=[CH:8][CH:9]=1)=[O:4].